Dataset: Reaction yield outcomes from USPTO patents with 853,638 reactions. Task: Predict the reaction yield, written as a fraction of the theoretical maximum amount of product (1.0 means a 100% yield; for example, 0.34 means a 34% yield). (1) The reactants are Cl[C:2]1[N:7]=[C:6]([NH:8][C:9]2[CH:14]=[CH:13][CH:12]=[CH:11][C:10]=2[S:15]([CH:18]([CH3:20])[CH3:19])(=[O:17])=[O:16])[C:5]([Cl:21])=[CH:4][N:3]=1.[CH3:22][P:23]([C:26]1[CH:32]=[CH:31][C:29]([NH2:30])=[C:28]([O:33][C:34]([F:37])([F:36])[F:35])[CH:27]=1)([CH3:25])=[O:24].[OH-].[Na+]. The catalyst is COCCO. The product is [Cl:21][C:5]1[C:6]([NH:8][C:9]2[CH:14]=[CH:13][CH:12]=[CH:11][C:10]=2[S:15]([CH:18]([CH3:20])[CH3:19])(=[O:17])=[O:16])=[N:7][C:2]([NH:30][C:29]2[CH:31]=[CH:32][C:26]([P:23]([CH3:25])([CH3:22])=[O:24])=[CH:27][C:28]=2[O:33][C:34]([F:37])([F:35])[F:36])=[N:3][CH:4]=1. The yield is 0.0900. (2) The reactants are [NH2:1][C:2]1[N:23]=[C:22](Cl)[CH:21]=[CH:20][C:3]=1[C:4]([NH:6][CH2:7][C:8]1[S:9][C:10]([O:13][C:14]2[CH:19]=[CH:18][CH:17]=[CH:16][CH:15]=2)=[CH:11][CH:12]=1)=[O:5].C1C=CC(CC(NCN[C@H](C(O)=O)CC2C=CC([N+]([O-])=O)=CC=2)=O)=CC=1.[CH2:51]([NH2:57])[C:52]1[O:56][CH:55]=[CH:54][CH:53]=1. The catalyst is CS(C)=O.C(N(C(C)C)CC)(C)C.[Cl-].[Na+].O. The product is [NH2:1][C:2]1[N:23]=[C:22]([NH:57][CH2:51][C:52]2[O:56][CH:55]=[CH:54][CH:53]=2)[CH:21]=[CH:20][C:3]=1[C:4]([NH:6][CH2:7][C:8]1[S:9][C:10]([O:13][C:14]2[CH:19]=[CH:18][CH:17]=[CH:16][CH:15]=2)=[CH:11][CH:12]=1)=[O:5]. The yield is 0.680. (3) The reactants are ClC(Cl)C.CN([CH:8]=[O:9])C.P(Cl)(Cl)(Cl)=O.[CH:15]1[C:16]([C:24]([O:26][CH3:27])=[O:25])=[CH:17][N:18]2[C:23]=1[CH2:22][CH2:21][CH2:20][CH2:19]2. The catalyst is C(#N)C. The product is [CH:8]([C:15]1[C:16]([C:24]([O:26][CH3:27])=[O:25])=[CH:17][N:18]2[C:23]=1[CH2:22][CH2:21][CH2:20][CH2:19]2)=[O:9]. The yield is 0.330. (4) The product is [NH2:1][C:4]1[CH:12]=[C:11]([C:13]([F:14])([F:15])[F:16])[CH:10]=[CH:9][C:5]=1[C:6]([OH:8])=[O:7]. The reactants are [N+:1]([C:4]1[CH:12]=[C:11]([C:13]([F:16])([F:15])[F:14])[CH:10]=[CH:9][C:5]=1[C:6]([OH:8])=[O:7])([O-])=O. The catalyst is CO.[Pd]. The yield is 1.00. (5) The reactants are C1C=CC(P(C2C=CC=CC=2)C2C=CC=CC=2)=CC=1.[C:20]([CH2:22][CH2:23][NH:24][C:25]([C:27]1[C:32]([NH:33][C:34]2[CH:39]=[CH:38][C:37]([Br:40])=[CH:36][C:35]=2[F:41])=[C:31]([CH3:42])[C:30](=[O:43])[N:29]([CH3:44])[CH:28]=1)=O)#[N:21].CC(OC(/N=N/C(OC(C)C)=O)=O)C.[Si]([N:63]=[N+:64]=[N-:65])(C)(C)C. The catalyst is CC#N.C(OCC)(=O)C. The product is [Br:40][C:37]1[CH:38]=[CH:39][C:34]([NH:33][C:32]2[C:27]([C:25]3[N:24]([CH2:23][CH2:22][C:20]#[N:21])[N:65]=[N:64][N:63]=3)=[CH:28][N:29]([CH3:44])[C:30](=[O:43])[C:31]=2[CH3:42])=[C:35]([F:41])[CH:36]=1. The yield is 0.610. (6) The reactants are C1C(=O)N([Br:8])C(=O)C1.[CH2:9]([C@@:11]12[CH2:35][CH2:34][C@@:33]([C:37]([F:40])([F:39])[F:38])([OH:36])[CH2:32][C@H:12]1[CH2:13][CH2:14][CH2:15][C:16]1[C:17]2=[CH:18][C:19]2[CH:20]=[N:21][N:22]([C:25]3[CH:30]=[CH:29][C:28]([F:31])=[CH:27][CH:26]=3)[C:23]=2[CH:24]=1)[CH3:10].CN(C=O)C.C([O-])(O)=O.[Na+]. The catalyst is CC#N.O.CCOC(C)=O. The product is [Br:8][C:24]1[C:23]2[N:22]([C:25]3[CH:26]=[CH:27][C:28]([F:31])=[CH:29][CH:30]=3)[N:21]=[CH:20][C:19]=2[CH:18]=[C:17]2[C@:11]3([CH2:9][CH3:10])[CH2:35][CH2:34][C@@:33]([C:37]([F:40])([F:39])[F:38])([OH:36])[CH2:32][C@H:12]3[CH2:13][CH2:14][CH2:15][C:16]=12. The yield is 0.690. (7) The reactants are [CH2:1]([CH2:3][NH2:4])[OH:2].[F:5][C:6]1[CH:13]=[C:12]([F:14])[CH:11]=[CH:10][C:7]=1[CH:8]=O.C(=O)(O)[O-].[Na+].[BH4-].[Na+]. The catalyst is CO.C(Cl)Cl. The product is [F:5][C:6]1[CH:13]=[C:12]([F:14])[CH:11]=[CH:10][C:7]=1[CH2:8][NH:4][CH2:3][CH2:1][OH:2]. The yield is 0.690.